Dataset: Reaction yield outcomes from USPTO patents with 853,638 reactions. Task: Predict the reaction yield, written as a fraction of the theoretical maximum amount of product (1.0 means a 100% yield; for example, 0.34 means a 34% yield). (1) The reactants are CC(C)([O-])C.[K+].[Cl:7][C:8]1[CH:13]=[C:12]([N+:14]([O-:16])=[O:15])[C:11](F)=[CH:10][C:9]=1[OH:18].[CH3:19][C:20]1([CH3:28])[O:24][C:23]([CH2:26][OH:27])([CH3:25])[CH2:22][O:21]1. The catalyst is C(#N)C. The product is [Cl:7][C:8]1[CH:13]=[C:12]([N+:14]([O-:16])=[O:15])[C:11]([O:27][CH2:26][C:23]2([CH3:25])[CH2:22][O:21][C:20]([CH3:28])([CH3:19])[O:24]2)=[CH:10][C:9]=1[OH:18]. The yield is 0.760. (2) The catalyst is C(Cl)Cl. The reactants are [Cl:1][C:2]1[N:3]=[C:4]([N:13]2[CH2:18][CH2:17][O:16][CH2:15][CH2:14]2)[C:5]2[S:10][C:9]([CH2:11]O)=[CH:8][C:6]=2[N:7]=1.C1(P(C2C=CC=CC=2)C2C=CC=CC=2)C=CC=CC=1.C(Br)(Br)(Br)[Br:39]. The product is [Br:39][CH2:11][C:9]1[S:10][C:5]2[C:4]([N:13]3[CH2:18][CH2:17][O:16][CH2:15][CH2:14]3)=[N:3][C:2]([Cl:1])=[N:7][C:6]=2[CH:8]=1. The yield is 0.460. (3) The reactants are [C:1]1([P:7]([C:14]2[CH:19]=[CH:18][CH:17]=[CH:16][CH:15]=2)[C:8]2[CH:13]=[CH:12][CH:11]=[CH:10][CH:9]=2)[CH:6]=[CH:5][CH:4]=[CH:3][CH:2]=1.[Br:20][C:21]1[CH:26]=[CH:25][CH:24]=[C:23]([CH2:27]Br)[CH:22]=1. The catalyst is C1(C)C=CC=CC=1. The product is [Br-:20].[Br:20][C:21]1[CH:22]=[C:23]([CH2:27][P+:7]([C:1]2[CH:2]=[CH:3][CH:4]=[CH:5][CH:6]=2)([C:8]2[CH:13]=[CH:12][CH:11]=[CH:10][CH:9]=2)[C:14]2[CH:15]=[CH:16][CH:17]=[CH:18][CH:19]=2)[CH:24]=[CH:25][CH:26]=1. The yield is 0.890. (4) The reactants are [N:1]1[C:6]([CH3:7])=[CH:5][CH:4]=[CH:3][C:2]=1[CH3:8].[O:9]1[C:13]2[CH:14]=[CH:15][C:16]([C:18](OCC)=[O:19])=[CH:17][C:12]=2[O:11][CH2:10]1.C[Si]([N-][Si](C)(C)C)(C)C.[Na+]. The catalyst is C1COCC1. The product is [O:9]1[C:13]2[CH:14]=[CH:15][C:16]([C:18](=[O:19])[CH2:8][C:2]3[CH:3]=[CH:4][CH:5]=[C:6]([CH3:7])[N:1]=3)=[CH:17][C:12]=2[O:11][CH2:10]1. The yield is 0.790.